From a dataset of Catalyst prediction with 721,799 reactions and 888 catalyst types from USPTO. Predict which catalyst facilitates the given reaction. (1) Reactant: [CH3:1][O:2][CH2:3][CH2:4][N:5]([CH2:13][CH2:14][O:15][CH3:16])[CH2:6]/[CH:7]=[CH:8]/[C:9]([O:11]C)=[O:10].[Li+].[OH-]. Product: [CH3:16][O:15][CH2:14][CH2:13][N:5]([CH2:4][CH2:3][O:2][CH3:1])[CH2:6]/[CH:7]=[CH:8]/[C:9]([OH:11])=[O:10]. The catalyst class is: 20. (2) Product: [C:21]([O:5][C:4]1[C:6]([O:7][CH3:8])=[CH:9][CH:10]=[CH:11][C:3]=1[CH:2]=[O:1])(=[O:23])[CH3:22]. The catalyst class is: 33. Reactant: [O:1]=[CH:2][C:3]1[CH:11]=[CH:10][CH:9]=[C:6]([O:7][CH3:8])[C:4]=1[OH:5].CN(C1C=CC=CN=1)C.[C:21](OC(=O)C)(=[O:23])[CH3:22]. (3) Reactant: [Cl:1][C:2]1[C:3]([O:11][CH3:12])=[C:4]([NH2:10])[CH:5]=[CH:6][C:7]=1[O:8][CH3:9].[Br:13]N1C(=O)CCC1=O. Product: [Br:13][C:5]1[C:4]([NH2:10])=[C:3]([O:11][CH3:12])[C:2]([Cl:1])=[C:7]([O:8][CH3:9])[CH:6]=1. The catalyst class is: 2. (4) Reactant: Cl[C:2]1[CH:11]=[C:10]([C:12]([NH:14][CH2:15][C@H:16]2[CH2:21][CH2:20][C@H:19]([CH2:22][NH:23][C:24](=[O:30])[O:25][C:26]([CH3:29])([CH3:28])[CH3:27])[CH2:18][CH2:17]2)=[O:13])[C:9]2[C:4](=[CH:5][CH:6]=[CH:7][CH:8]=2)[N:3]=1.CC1(C)C(C)(C)OB([C:39]2[CH:44]=[CH:43][C:42]([CH2:45][C:46]([OH:48])=[O:47])=[CH:41][CH:40]=2)O1.C([O-])([O-])=O.[K+].[K+].O. Product: [C:26]([O:25][C:24]([NH:23][CH2:22][C@H:19]1[CH2:20][CH2:21][C@H:16]([CH2:15][NH:14][C:12]([C:10]2[C:9]3[C:4](=[CH:5][CH:6]=[CH:7][CH:8]=3)[N:3]=[C:2]([C:39]3[CH:44]=[CH:43][C:42]([CH2:45][C:46]([OH:48])=[O:47])=[CH:41][CH:40]=3)[CH:11]=2)=[O:13])[CH2:17][CH2:18]1)=[O:30])([CH3:29])([CH3:28])[CH3:27]. The catalyst class is: 203.